This data is from Forward reaction prediction with 1.9M reactions from USPTO patents (1976-2016). The task is: Predict the product of the given reaction. Given the reactants [C:1]([NH:18][CH2:19][C:20]([OH:22])=O)([O:3][CH2:4][CH:5]1[C:17]2[C:12](=[CH:13][CH:14]=[CH:15][CH:16]=2)[C:11]2[C:6]1=[CH:7][CH:8]=[CH:9][CH:10]=2)=[O:2].C1(N=C=NC2CCCCC2)CCCCC1.O.ON1C2C=CC=CC=2N=N1.[NH2:49][CH2:50][CH2:51][CH2:52][CH2:53][OH:54], predict the reaction product. The product is: [OH:54][CH2:53][CH2:52][CH2:51][CH2:50][NH:49][C:20](=[O:22])[CH2:19][NH:18][C:1]([O:3][CH2:4][CH:5]1[C:17]2[C:12](=[CH:13][CH:14]=[CH:15][CH:16]=2)[C:11]2[C:6]1=[CH:7][CH:8]=[CH:9][CH:10]=2)=[O:2].